This data is from Reaction yield outcomes from USPTO patents with 853,638 reactions. The task is: Predict the reaction yield, written as a fraction of the theoretical maximum amount of product (1.0 means a 100% yield; for example, 0.34 means a 34% yield). (1) The reactants are [C:1]1([CH3:9])[CH:6]=[CH:5][C:4]([C:7]#[N:8])=[CH:3][CH:2]=1.C(Cl)(Cl)[Cl:11].C[OH:15]. No catalyst specified. The product is [ClH:11].[CH3:9][C:1]1[CH:6]=[CH:5][C:4]([C:7](=[NH:8])[OH:15])=[CH:3][CH:2]=1. The yield is 0.990. (2) The reactants are [CH3:1][O:2][C:3]([N:5]1[CH2:10][C:9](=[O:11])[N:8]2[CH:12]([C:15]3[NH:16][C:17]([C:20]4[CH:25]=[CH:24][C:23](Br)=[CH:22][CH:21]=4)=[CH:18][N:19]=3)[CH2:13][CH2:14][CH:7]2[CH2:6]1)=[O:4].[CH3:27][O:28][C:29](=[O:62])[NH:30][CH:31]([C:35]([N:37]1[CH2:41][CH2:40][CH2:39][CH:38]1[C:42]1[NH:43][C:44]([C:47]2[CH:52]=[CH:51][C:50](B3OC(C)(C)C(C)(C)O3)=[CH:49][CH:48]=2)=[CH:45][N:46]=1)=[O:36])[CH:32]([CH3:34])[CH3:33].C(=O)([O-])[O-].[K+].[K+].COCCOC. The catalyst is C1C=CC([P]([Pd]([P](C2C=CC=CC=2)(C2C=CC=CC=2)C2C=CC=CC=2)([P](C2C=CC=CC=2)(C2C=CC=CC=2)C2C=CC=CC=2)[P](C2C=CC=CC=2)(C2C=CC=CC=2)C2C=CC=CC=2)(C2C=CC=CC=2)C2C=CC=CC=2)=CC=1.O. The product is [CH3:1][O:2][C:3]([N:5]1[CH2:10][C:9](=[O:11])[N:8]2[CH:12]([C:15]3[NH:16][C:17]([C:20]4[CH:25]=[CH:24][C:23]([C:50]5[CH:51]=[CH:52][C:47]([C:44]6[NH:43][C:42]([CH:38]7[CH2:39][CH2:40][CH2:41][N:37]7[C:35](=[O:36])[CH:31]([NH:30][C:29]([O:28][CH3:27])=[O:62])[CH:32]([CH3:34])[CH3:33])=[N:46][CH:45]=6)=[CH:48][CH:49]=5)=[CH:22][CH:21]=4)=[CH:18][N:19]=3)[CH2:13][CH2:14][CH:7]2[CH2:6]1)=[O:4]. The yield is 0.150. (3) The reactants are C(O)(=O)C.[CH2:5]([NH:12][C:13]1[C:14]([CH3:24])=[C:15]([NH:19][S:20]([CH3:23])(=[O:22])=[O:21])[CH:16]=[CH:17][CH:18]=1)[C:6]1[CH:11]=[CH:10][CH:9]=[CH:8][CH:7]=1.[N+:25]([C:28]1[CH:35]=[CH:34][C:31]([CH:32]=O)=[CH:30][CH:29]=1)([O-:27])=[O:26].C(O[BH-](OC(=O)C)OC(=O)C)(=O)C.[Na+].C([O-])(O)=O.[Na+]. The catalyst is ClC(Cl)C.CC#N. The product is [CH2:5]([N:12]([CH2:32][C:31]1[CH:34]=[CH:35][C:28]([N+:25]([O-:27])=[O:26])=[CH:29][CH:30]=1)[C:13]1[C:14]([CH3:24])=[C:15]([NH:19][S:20]([CH3:23])(=[O:22])=[O:21])[CH:16]=[CH:17][CH:18]=1)[C:6]1[CH:7]=[CH:8][CH:9]=[CH:10][CH:11]=1. The yield is 0.0500. (4) The reactants are [CH3:1][NH:2][C:3]1[N:8]=[CH:7][NH:6][C:5](=[O:9])[CH:4]=1.[CH3:10][O:11][C:12]1[CH:19]=[CH:18][C:15]([CH2:16]Cl)=[CH:14][CH:13]=1.[I-].[K+].C(=O)([O-])[O-].[Cs+].[Cs+]. The catalyst is CN(C=O)C. The product is [CH3:10][O:11][C:12]1[CH:19]=[CH:18][C:15]([CH2:16][N:6]2[C:5](=[O:9])[CH:4]=[C:3]([NH:2][CH3:1])[N:8]=[CH:7]2)=[CH:14][CH:13]=1. The yield is 0.590. (5) The reactants are ClC1[N:7]=[C:6]([C:8]2[CH:13]=[C:12]([Cl:14])[CH:11]=[CH:10][C:9]=2[CH3:15])[N:5]=[C:4]([NH2:16])[N:3]=1.[Cl:17][C:18]1[CH:23]=[CH:22][C:21]([NH:24][CH3:25])=[CH:20][CH:19]=1.[CH:26](N(C(C)C)CC)(C)C. The catalyst is O1CCCC1. The product is [Cl:14][C:12]1[CH:11]=[CH:10][C:9]([CH3:15])=[C:8]([C:6]2[N:7]=[C:25]([N:24]([C:21]3[CH:22]=[CH:23][C:18]([Cl:17])=[CH:19][CH:20]=3)[CH3:26])[N:3]=[C:4]([NH2:16])[N:5]=2)[CH:13]=1. The yield is 0.220. (6) The reactants are [Cl:1][C:2]1[CH:3]=[C:4]([C:9]2([C:26]([F:29])([F:28])[F:27])[O:13][N:12]=[C:11]([C:14]3[S:18][C:17]([C:19](O)=[O:20])=[C:16]4[CH2:22][CH2:23][CH2:24][CH2:25][C:15]=34)[CH2:10]2)[CH:5]=[C:6]([Cl:8])[CH:7]=1.CN(C(ON1N=NC2C=CC=NC1=2)=[N+](C)C)C.F[P-](F)(F)(F)(F)F.CCN(C(C)C)C(C)C.Cl.[NH2:64][C@@H:65]1[CH2:69][CH2:68][NH:67][C:66]1=[O:70]. The catalyst is C(Cl)Cl.O. The product is [Cl:8][C:6]1[CH:5]=[C:4]([C:9]2([C:26]([F:28])([F:29])[F:27])[O:13][N:12]=[C:11]([C:14]3[S:18][C:17]([C:19]([NH:64][C@@H:65]4[CH2:69][CH2:68][NH:67][C:66]4=[O:70])=[O:20])=[C:16]4[CH2:22][CH2:23][CH2:24][CH2:25][C:15]=34)[CH2:10]2)[CH:3]=[C:2]([Cl:1])[CH:7]=1. The yield is 0.730. (7) The reactants are O[CH2:2][C:3]1[O:4][C:5]2[CH:11]=[CH:10][CH:9]=[CH:8][C:6]=2[CH:7]=1.P(Br)(Br)[Br:13]. The catalyst is CCOCC.O. The product is [Br:13][CH2:2][C:3]1[O:4][C:5]2[CH:11]=[CH:10][CH:9]=[CH:8][C:6]=2[CH:7]=1. The yield is 0.570.